From a dataset of Catalyst prediction with 721,799 reactions and 888 catalyst types from USPTO. Predict which catalyst facilitates the given reaction. (1) Product: [CH:37]([O:36][C:34]([N:10]1[C:9]2[C:21]3[C:6]([CH2:7][C:8]=2[C:12]([NH:13][C:14]2[CH:19]=[CH:18][CH:17]=[C:16]([F:20])[CH:15]=2)=[N:11]1)=[CH:5][C:4]([O:3][CH3:2])=[C:23]([O:24][CH3:25])[CH:22]=3)=[O:35])([CH3:39])[CH3:38]. Reactant: Cl.[CH3:2][O:3][C:4]1[CH:5]=[C:6]2[C:21](=[CH:22][C:23]=1[O:24][CH3:25])[C:9]1=[N:10][NH:11][C:12]([NH:13][C:14]3[CH:19]=[CH:18][CH:17]=[C:16]([F:20])[CH:15]=3)=[C:8]1[CH2:7]2.C(NC(C)C)(C)C.Cl[C:34]([O:36][CH:37]([CH3:39])[CH3:38])=[O:35]. The catalyst class is: 1. (2) Reactant: [C:1]([Mg]Cl)#[CH:2].O1CCCC1.[O:10]1[CH2:15][CH2:14][C:13](=[O:16])[CH2:12][CH2:11]1.[Cl-].[NH4+]. Product: [C:1]([C:13]1([OH:16])[CH2:14][CH2:15][O:10][CH2:11][CH2:12]1)#[CH:2]. The catalyst class is: 27. (3) Reactant: [Cl:1][C:2]1[C:3]([C:8]2(O)[CH2:17][CH2:16][C:11]3([O:15][CH2:14][CH2:13][O:12]3)[CH:10]([CH3:18])[CH2:9]2)=[N:4][CH:5]=[CH:6][CH:7]=1.C(N(S(F)(F)[F:26])CC)C. Product: [Cl:1][C:2]1[C:3]([C:8]2([F:26])[CH2:17][CH2:16][C:11]3([O:15][CH2:14][CH2:13][O:12]3)[CH:10]([CH3:18])[CH2:9]2)=[N:4][CH:5]=[CH:6][CH:7]=1. The catalyst class is: 4. (4) Reactant: [CH3:1][O:2][C:3]1[N:8]=[C:7]([O:9][CH3:10])[C:6]([C:11]2[CH:12]=[C:13]([N:17]3[C:21]4[CH:22]=[CH:23][C:24]([CH:26]([NH:28]C=O)[CH3:27])=[CH:25][C:20]=4[N:19]=[CH:18]3)[CH:14]=[CH:15][CH:16]=2)=[CH:5][N:4]=1.C(OCC)(=O)C.C(=O)([O-])[O-].[Na+].[Na+]. Product: [CH3:1][O:2][C:3]1[N:8]=[C:7]([O:9][CH3:10])[C:6]([C:11]2[CH:12]=[C:13]([N:17]3[C:21]4[CH:22]=[CH:23][C:24]([CH:26]([NH2:28])[CH3:27])=[CH:25][C:20]=4[N:19]=[CH:18]3)[CH:14]=[CH:15][CH:16]=2)=[CH:5][N:4]=1. The catalyst class is: 33. (5) Reactant: [Br:1][C:2]1[CH:7]=[CH:6][C:5]([C@H:8]([NH:13][C@@H:14]([CH2:20][CH:21]([Cl:23])[Cl:22])[C:15]([O:17]CC)=[O:16])[C:9]([F:12])([F:11])[F:10])=[CH:4][CH:3]=1.C[Si](C)(C)[O-].[K+]. Product: [Br:1][C:2]1[CH:3]=[CH:4][C:5]([C@H:8]([NH:13][C@@H:14]([CH2:20][CH:21]([Cl:22])[Cl:23])[C:15]([OH:17])=[O:16])[C:9]([F:12])([F:11])[F:10])=[CH:6][CH:7]=1. The catalyst class is: 1. (6) Reactant: [NH2:1][C:2]1[C:3]([C:13]#[N:14])=[CH:4][C:5]([CH3:12])=[C:6]([CH:11]=1)[C:7]([O:9][CH3:10])=[O:8].OO.C(=O)([O-])[O-:18].[K+].[K+]. Product: [NH2:1][C:2]1[C:3]([C:13]([NH2:14])=[O:18])=[CH:4][C:5]([CH3:12])=[C:6]([CH:11]=1)[C:7]([O:9][CH3:10])=[O:8]. The catalyst class is: 16. (7) Reactant: [F:1][CH2:2][CH2:3][CH2:4][O:5][C:6]1[CH:14]=[C:13]2[C:9]([CH2:10][CH2:11][C:12]2=[O:15])=[CH:8][CH:7]=1.[C:16]([O:20]C)(=O)[CH:17]=[CH2:18].[CH3:22][C:23](C)([O-])C.[K+].[OH-].[K+]. Product: [F:1][CH2:2][CH2:3][CH2:4][O:5][C:6]1[CH:14]=[C:13]2[C:9]([CH2:10][C:11]3([CH2:18][CH2:17][C:16](=[O:20])[CH2:23][CH2:22]3)[C:12]2=[O:15])=[CH:8][CH:7]=1. The catalyst class is: 6. (8) Reactant: [NH2:1][C:2]1[CH:7]=[CH:6][CH:5]=[CH:4][C:3]=1[S:8]([N:11]([CH3:13])[CH3:12])(=[O:10])=[O:9].[H-].[Na+].[Cl:16][C:17]1[N:22]=[C:21](Cl)[C:20]([Cl:24])=[CH:19][N:18]=1. Product: [Cl:16][C:17]1[N:22]=[C:21]([NH:1][C:2]2[CH:7]=[CH:6][CH:5]=[CH:4][C:3]=2[S:8]([N:11]([CH3:13])[CH3:12])(=[O:10])=[O:9])[C:20]([Cl:24])=[CH:19][N:18]=1. The catalyst class is: 9. (9) Reactant: [N:1]1[CH:6]=[CH:5][CH:4]=[C:3](B(O)O)[CH:2]=1.C(=O)([O-])[O-].[Na+].[Na+].FC(F)(F)S(O[C:22]1[CH:23]=[CH:24][C:25]2[N:31]3[C:32]([CH3:35])=[N:33][N:34]=[C:30]3[C@H:29]([CH2:36][C:37]([NH:39][CH2:40][CH3:41])=[O:38])[N:28]=[C:27]([C:42]3[CH:47]=[CH:46][C:45]([Cl:48])=[CH:44][CH:43]=3)[C:26]=2[CH:49]=1)(=O)=O.O. Product: [Cl:48][C:45]1[CH:44]=[CH:43][C:42]([C:27]2[C:26]3[CH:49]=[C:22]([C:3]4[CH:2]=[N:1][CH:6]=[CH:5][CH:4]=4)[CH:23]=[CH:24][C:25]=3[N:31]3[C:32]([CH3:35])=[N:33][N:34]=[C:30]3[C@H:29]([CH2:36][C:37]([NH:39][CH2:40][CH3:41])=[O:38])[N:28]=2)=[CH:47][CH:46]=1. The catalyst class is: 628.